Dataset: Reaction yield outcomes from USPTO patents with 853,638 reactions. Task: Predict the reaction yield, written as a fraction of the theoretical maximum amount of product (1.0 means a 100% yield; for example, 0.34 means a 34% yield). The yield is 0.950. The product is [CH3:12][C:13]1[O:11][C:3]2[C:4]([C:5]([O:7][CH2:23][CH3:24])=[O:6])=[CH:8][CH:9]=[CH:10][C:2]=2[N:1]=1. The reactants are [NH2:1][C:2]1[C:3]([OH:11])=[C:4]([CH:8]=[CH:9][CH:10]=1)[C:5]([OH:7])=[O:6].[CH2:12](C(CC)(CC)C([O-])([O-])[O-])[CH3:13].[CH3:23][C:24]1C=CC(S(O)(=O)=O)=CC=1. No catalyst specified.